This data is from Reaction yield outcomes from USPTO patents with 853,638 reactions. The task is: Predict the reaction yield, written as a fraction of the theoretical maximum amount of product (1.0 means a 100% yield; for example, 0.34 means a 34% yield). (1) The reactants are [CH2:1]([C:3]1[C:8](=[O:9])[NH:7][C:6]([CH3:10])=[C:5]([C:11]2[S:15][C:14]([C:16]([OH:18])=O)=[CH:13][CH:12]=2)[CH:4]=1)[CH3:2].[CH3:19][NH:20][CH3:21]. No catalyst specified. The product is [CH3:19][N:20]([CH3:21])[C:16]([C:14]1[S:15][C:11]([C:5]2[CH:4]=[C:3]([CH2:1][CH3:2])[C:8](=[O:9])[NH:7][C:6]=2[CH3:10])=[CH:12][CH:13]=1)=[O:18]. The yield is 0.770. (2) The catalyst is O1CCOCC1.O.CC(C)([P](C(C)(C)C)([Pd][P](C(C)(C)C)(C(C)(C)C)C(C)(C)C)C(C)(C)C)C. The product is [CH3:17][N:18]1[C:22]([C:2]2[CH:3]=[C:4]([C:7]([O:9][CH3:10])=[O:8])[O:5][CH:6]=2)=[CH:21][CH:20]=[N:19]1. The yield is 0.260. The reactants are Br[C:2]1[CH:3]=[C:4]([C:7]([O:9][CH3:10])=[O:8])[O:5][CH:6]=1.C(=O)([O-])[O-].[K+].[K+].[CH3:17][N:18]1[C:22](B2OC(C)(C)C(C)(C)O2)=[CH:21][CH:20]=[N:19]1. (3) The reactants are C(OC(=O)[NH:7][CH2:8][CH2:9][C:10]1[CH:15]=[CH:14][CH:13]=[C:12]([Br:16])[C:11]=1[O:17][C:18]1[CH:23]=[CH:22][C:21]([C:24]([F:27])([F:26])[F:25])=[CH:20][N:19]=1)(C)(C)C.C(O)(C(F)(F)F)=O. The catalyst is ClCCl.C([O-])(O)=O.[Na+]. The product is [Br:16][C:12]1[C:11]([O:17][C:18]2[CH:23]=[CH:22][C:21]([C:24]([F:25])([F:26])[F:27])=[CH:20][N:19]=2)=[C:10]([CH2:9][CH2:8][NH2:7])[CH:15]=[CH:14][CH:13]=1. The yield is 0.990. (4) The reactants are [CH3:1][O:2][C:3]1[CH:8]=[CH:7][CH:6]=[C:5]([O:9][CH3:10])[C:4]=1[C:11]1[C:19]2[C:14](=[N:15][CH:16]=[C:17]([C:20]3[CH:21]=[C:22]([C:26]([N:28]4[CH2:33][CH2:32][N:31]([CH2:34][CH2:35][N:36]([CH3:38])[CH3:37])[CH2:30][CH2:29]4)=[O:27])[CH:23]=[CH:24][CH:25]=3)[CH:18]=2)[N:13](COCC[Si](C)(C)C)[N:12]=1.[OH-].[Na+]. The catalyst is Cl(O)(=O)(=O)=O.C(O)(=O)C. The product is [CH3:10][O:9][C:5]1[CH:6]=[CH:7][CH:8]=[C:3]([O:2][CH3:1])[C:4]=1[C:11]1[C:19]2[C:14](=[N:15][CH:16]=[C:17]([C:20]3[CH:21]=[C:22]([C:26]([N:28]4[CH2:29][CH2:30][N:31]([CH2:34][CH2:35][N:36]([CH3:38])[CH3:37])[CH2:32][CH2:33]4)=[O:27])[CH:23]=[CH:24][CH:25]=3)[CH:18]=2)[NH:13][N:12]=1. The yield is 0.560.